Dataset: Reaction yield outcomes from USPTO patents with 853,638 reactions. Task: Predict the reaction yield, written as a fraction of the theoretical maximum amount of product (1.0 means a 100% yield; for example, 0.34 means a 34% yield). (1) The reactants are P([O-])([O-])([O-])=O.C1C[O:9]CC1.C(#N)C.[N+](C1C=CC(COC(C2N3[C@H](SC=2)C([CH:33]([O:43][C:44](=O)[CH3:45])[C:34]2[CH:42]=[C:41]4[N:36]([CH2:37][S:38][CH2:39][CH2:40]4)[N:35]=2)(Br)C3=O)=O)=CC=1)([O-])=O. The catalyst is [Zn].C(OCC)(=O)C. The product is [CH2:44]([O:43][C:33]([C:34]1[CH:42]=[C:41]2[N:36]([CH2:37][S:38][CH2:39][CH2:40]2)[N:35]=1)=[O:9])[CH3:45]. The yield is 0.405. (2) The reactants are [N:1]1([C:7]([C:9]2[CH:10]=[C:11]([C:15]3[CH:20]=[CH:19][N:18]=[C:17]([NH2:21])[C:16]=3[NH2:22])[CH:12]=[CH:13][CH:14]=2)=O)[CH2:6][CH2:5][O:4][CH2:3][CH2:2]1.[H-].[H-].[H-].[H-].[Li+].[Al+3].CCOC(C)=O. The catalyst is C1COCC1. The product is [N:1]1([CH2:7][C:9]2[CH:10]=[C:11]([C:15]3[CH:20]=[CH:19][N:18]=[C:17]([NH2:21])[C:16]=3[NH2:22])[CH:12]=[CH:13][CH:14]=2)[CH2:6][CH2:5][O:4][CH2:3][CH2:2]1. The yield is 0.980. (3) The reactants are Br[C:2]1[N:7]=[N:6][C:5]([NH2:8])=[N:4][C:3]=1[C:9]1[CH:14]=[CH:13][CH:12]=[CH:11][CH:10]=1.[Cl:15][C:16]1[CH:17]=[C:18](B(O)O)[CH:19]=[N:20][CH:21]=1. No catalyst specified. The product is [Cl:15][C:16]1[CH:17]=[C:18]([C:2]2[N:7]=[N:6][C:5]([NH2:8])=[N:4][C:3]=2[C:9]2[CH:14]=[CH:13][CH:12]=[CH:11][CH:10]=2)[CH:19]=[N:20][CH:21]=1. The yield is 0.100. (4) The reactants are Br[C:2]1[C:7]([F:8])=[CH:6][C:5]([N:9]2[C:13]([CH2:14][C@@H:15]3[CH2:19][CH2:18][N:17]([C:20]([CH:22]4[CH2:24][CH2:23]4)=[O:21])[CH2:16]3)=[N:12][NH:11][C:10]2=[O:25])=[C:4]([F:26])[CH:3]=1.CC1(C)C(C)(C)OB([C:35]2[CH:36]=[CH:37][C:38]3[O:42][CH:41]=[CH:40][C:39]=3[CH:43]=2)O1.C(=O)([O-])[O-].[Cs+].[Cs+]. The catalyst is C1C=CC(P(C2C=CC=CC=2)[C-]2C=CC=C2)=CC=1.C1C=CC(P(C2C=CC=CC=2)[C-]2C=CC=C2)=CC=1.Cl[Pd]Cl.[Fe+2].ClCCl. The product is [O:42]1[C:38]2[CH:37]=[CH:36][C:35]([C:2]3[C:7]([F:8])=[CH:6][C:5]([N:9]4[C:13]([CH2:14][C@@H:15]5[CH2:19][CH2:18][N:17]([C:20]([CH:22]6[CH2:24][CH2:23]6)=[O:21])[CH2:16]5)=[N:12][NH:11][C:10]4=[O:25])=[C:4]([F:26])[CH:3]=3)=[CH:43][C:39]=2[CH:40]=[CH:41]1. The yield is 0.460. (5) The product is [CH3:18][S:3]([CH2:9][N:10]1[CH:14]=[CH:13][C:12]([N+:15]([O-:17])=[O:16])=[N:11]1)(=[O:5])=[O:2]. The catalyst is O. The yield is 0.800. The reactants are O[O:2][S:3]([O-:5])=O.[K+].CS[CH2:9][N:10]1[CH:14]=[CH:13][C:12]([N+:15]([O-:17])=[O:16])=[N:11]1.[CH3:18]O. (6) The reactants are [Cl:1][C:2]1[C:7]([N:8]2[CH2:13][C@H:12]([CH3:14])[O:11][C@H:10]([CH3:15])[CH2:9]2)=[C:6]([CH2:16][OH:17])[N:5]=[C:4]2[C:18]([C:21]3[CH:26]=[CH:25][CH:24]=[CH:23][N:22]=3)=[N:19][O:20][C:3]=12. The catalyst is ClCCl.[O-2].[O-2].[Mn+4]. The product is [Cl:1][C:2]1[C:7]([N:8]2[CH2:13][C@H:12]([CH3:14])[O:11][C@H:10]([CH3:15])[CH2:9]2)=[C:6]([CH:16]=[O:17])[N:5]=[C:4]2[C:18]([C:21]3[CH:26]=[CH:25][CH:24]=[CH:23][N:22]=3)=[N:19][O:20][C:3]=12. The yield is 0.420. (7) The reactants are Cl[C:2]1[CH:22]=[N:21][C:5]2[NH:6][C:7]3[C:12]([C:4]=2[CH:3]=1)=[CH:11][C:10]([CH2:13][CH2:14][C:15]1[CH:20]=[CH:19][CH:18]=[CH:17][CH:16]=1)=[CH:9][CH:8]=3.[O-]P([O-])([O-])=O.[K+].[K+].[K+].[O:31]1[C:35]2[CH:36]=[CH:37][C:38](B(O)O)=[CH:39][C:34]=2[O:33][CH2:32]1. The catalyst is CC([O-])=O.CC([O-])=O.[Pd+2]. The product is [O:31]1[C:35]2[CH:36]=[CH:37][C:38]([C:2]3[CH:22]=[N:21][C:5]4[NH:6][C:7]5[C:12]([C:4]=4[CH:3]=3)=[CH:11][C:10]([CH2:13][CH2:14][C:15]3[CH:20]=[CH:19][CH:18]=[CH:17][CH:16]=3)=[CH:9][CH:8]=5)=[CH:39][C:34]=2[O:33][CH2:32]1. The yield is 0.300.